Dataset: Catalyst prediction with 721,799 reactions and 888 catalyst types from USPTO. Task: Predict which catalyst facilitates the given reaction. (1) Reactant: Cl[CH2:2][CH2:3][C:4](=[CH2:33])[CH2:5][CH:6]([C:14]1[NH:18][N:17]=[C:16]([NH:19][C:20]2[CH:25]=[CH:24][C:23]([N:26]3[C:30]([CH3:31])=[N:29][CH:28]=[N:27]3)=[C:22]([F:32])[CH:21]=2)[N:15]=1)[C:7]1[CH:12]=[CH:11][C:10]([F:13])=[CH:9][CH:8]=1.[I-].[Na+]. Product: [F:32][C:22]1[CH:21]=[C:20]([NH:19][C:16]2[N:15]=[C:14]3[CH:6]([C:7]4[CH:12]=[CH:11][C:10]([F:13])=[CH:9][CH:8]=4)[CH2:5][C:4](=[CH2:33])[CH2:3][CH2:2][N:18]3[N:17]=2)[CH:25]=[CH:24][C:23]=1[N:26]1[C:30]([CH3:31])=[N:29][CH:28]=[N:27]1. The catalyst class is: 21. (2) Reactant: [C:1]([O:5][C:6]([N:8]1[CH2:13][CH2:12][NH:11][CH:10]([C:14]([OH:16])=[O:15])[CH2:9]1)=[O:7])([CH3:4])([CH3:3])[CH3:2].C=O.[BH-](OC(C)=O)(OC(C)=O)O[C:21](C)=O.[Na+].C([O-])(O)=O.[Na+]. Product: [C:1]([O:5][C:6]([N:8]1[CH2:13][CH2:12][N:11]([CH3:21])[CH:10]([C:14]([OH:16])=[O:15])[CH2:9]1)=[O:7])([CH3:4])([CH3:2])[CH3:3]. The catalyst class is: 10. (3) Reactant: C[O:2][C:3]1[CH:8]=[CH:7][CH:6]=[CH:5][C:4]=1[C:9]1[S:13][N:12]=[C:11]([N:14]2[CH2:19][CH2:18][N:17]([C:20]([O:22][CH2:23][CH:24]([CH3:26])[CH3:25])=[O:21])[CH2:16][CH2:15]2)[N:10]=1.B(Br)(Br)Br. Product: [OH:2][C:3]1[CH:8]=[CH:7][CH:6]=[CH:5][C:4]=1[C:9]1[S:13][N:12]=[C:11]([N:14]2[CH2:15][CH2:16][N:17]([C:20]([O:22][CH2:23][CH:24]([CH3:26])[CH3:25])=[O:21])[CH2:18][CH2:19]2)[N:10]=1. The catalyst class is: 250. (4) Reactant: [C:1]1([C:34]2[CH:39]=[CH:38][CH:37]=[CH:36][CH:35]=2)[CH:6]=[CH:5][C:4]([C@@:7]2([S:30][CH:31]([CH3:33])[CH3:32])[CH2:11][N:10]([C:12](=[O:26])[C@@H:13]([NH:18][C:19]([O:21][C:22]([CH3:25])([CH3:24])[CH3:23])=[O:20])[C:14]([CH3:17])([CH3:16])[CH3:15])[C@H:9]([C:27]([OH:29])=O)[CH2:8]2)=[CH:3][CH:2]=1.[NH2:40][C@:41]1([C:46]([NH:48][S:49]([CH:52]2[CH2:54][CH2:53]2)(=[O:51])=[O:50])=[O:47])[CH2:43][C@H:42]1[CH:44]=[CH2:45].CC1C=CC(S(O)(=O)=O)=CC=1.CN(C(ON1N=NC2C=CC=NC1=2)=[N+](C)C)C.F[P-](F)(F)(F)(F)F.C(N(CC)C(C)C)(C)C. Product: [C:1]1([C:34]2[CH:39]=[CH:38][CH:37]=[CH:36][CH:35]=2)[CH:2]=[CH:3][C:4]([C@@:7]2([S:30][CH:31]([CH3:32])[CH3:33])[CH2:11][N:10]([C:12](=[O:26])[C@@H:13]([NH:18][C:19](=[O:20])[O:21][C:22]([CH3:23])([CH3:24])[CH3:25])[C:14]([CH3:16])([CH3:17])[CH3:15])[C@H:9]([C:27](=[O:29])[NH:40][C@:41]3([C:46](=[O:47])[NH:48][S:49]([CH:52]4[CH2:54][CH2:53]4)(=[O:51])=[O:50])[CH2:43][C@H:42]3[CH:44]=[CH2:45])[CH2:8]2)=[CH:5][CH:6]=1. The catalyst class is: 91. (5) Reactant: [NH:1]1[CH2:7][C:5](=[O:6])[NH:4][C:2]1=[S:3].CC12C(=O)N(C(=O)N1)CC1C=C(C=CC=1)C(=O)NCCCC1C=C2C=CC=1.COC1C=CC(P2(SP(C3C=CC(OC)=CC=3)(=S)S2)=[S:44])=CC=1. Product: [NH:1]1[CH2:7][C:5](=[O:6])[NH:4][C:2]1=[S:3].[NH:1]1[CH2:7][C:5](=[S:44])[NH:4][C:2]1=[S:3]. The catalyst class is: 11. (6) Reactant: C(O[CH:4]=[C:5]([C:11](=[O:18])[NH:12][C:13]([O:15]CC)=O)[C:6]([O:8][CH2:9][CH3:10])=[O:7])C.Cl.Cl.[CH:21]1([N:27]2[C:31]3[CH:32]=[CH:33][C:34]([NH2:36])=[CH:35][C:30]=3[N:29]=[C:28]2[CH3:37])[CH2:26][CH2:25][CH2:24][CH2:23][CH2:22]1.CC(C)([O-])C.[K+].Cl. Product: [CH:21]1([N:27]2[C:31]3[CH:32]=[CH:33][C:34]([N:36]4[CH:4]=[C:5]([C:6]([O:8][CH2:9][CH3:10])=[O:7])[C:11](=[O:18])[NH:12][C:13]4=[O:15])=[CH:35][C:30]=3[N:29]=[C:28]2[CH3:37])[CH2:22][CH2:23][CH2:24][CH2:25][CH2:26]1. The catalyst class is: 40. (7) The catalyst class is: 108. Product: [CH2:11]([O:10][P:9]([CH2:8][C:5]1[CH:4]=[CH:3][C:2]([C:17]2[CH:22]=[CH:21][CH:20]=[CH:19][CH:18]=2)=[CH:7][N:6]=1)(=[O:16])[O:13][CH2:14][CH3:15])[CH3:12]. Reactant: Br[C:2]1[CH:3]=[CH:4][C:5]([CH2:8][P:9](=[O:16])([O:13][CH2:14][CH3:15])[O:10][CH2:11][CH3:12])=[N:6][CH:7]=1.[C:17]1(B(O)O)[CH:22]=[CH:21][CH:20]=[CH:19][CH:18]=1.C(=O)([O-])O.[Na+].